From a dataset of Catalyst prediction with 721,799 reactions and 888 catalyst types from USPTO. Predict which catalyst facilitates the given reaction. (1) Reactant: [Si]([O:8][CH2:9][C:10]1([CH3:38])[S:16][CH2:15][CH2:14][N:13]2[C:17]([C:20]3([C:23]4[CH:28]=[CH:27][C:26]([C:29]5[C:36]([F:37])=[CH:35][C:32]([C:33]#[N:34])=[CH:31][N:30]=5)=[CH:25][CH:24]=4)[CH2:22][CH2:21]3)=[N:18][N:19]=[C:12]2[CH2:11]1)(C(C)(C)C)(C)C.[F-].C([N+](CCCC)(CCCC)CCCC)CCC.[Cl-].[NH4+]. Product: [F:37][C:36]1[C:29]([C:26]2[CH:25]=[CH:24][C:23]([C:20]3([C:17]4[N:13]5[CH2:14][CH2:15][S:16][C:10]([CH2:9][OH:8])([CH3:38])[CH2:11][C:12]5=[N:19][N:18]=4)[CH2:21][CH2:22]3)=[CH:28][CH:27]=2)=[N:30][CH:31]=[C:32]([CH:35]=1)[C:33]#[N:34]. The catalyst class is: 7. (2) Reactant: [CH3:1][C:2]1[C:7](=[O:8])[CH:6]=[CH:5][NH:4][C:3]=1[CH2:9][O:10][C:11]1[CH:12]=[C:13]([CH:16]=[C:17]([O:19][CH2:20][CH:21]2[CH2:26][CH2:25][O:24][CH2:23][CH2:22]2)[CH:18]=1)[C:14]#[N:15].[N-:27]=[N+:28]=[N-:29].[Na+].[Cl-].[NH4+]. Product: [CH3:1][C:2]1[C:7](=[O:8])[C:6]2[C:5](=[CH:1][CH:2]=[CH:3][CH:9]=2)[NH:4][C:3]=1[CH2:9][O:10][C:11]1[CH:12]=[C:13]([C:14]2[NH:29][N:28]=[N:27][N:15]=2)[CH:16]=[C:17]([O:19][CH2:20][CH:21]2[CH2:22][CH2:23][O:24][CH2:25][CH2:26]2)[CH:18]=1. The catalyst class is: 3. (3) Reactant: [CH3:1][O:2][C:3]1[CH:4]=[C:5]([CH:9]=[CH:10][CH:11]=[CH:12][C:13]([O:15][CH2:16][CH3:17])=[O:14])[CH:6]=[CH:7][CH:8]=1.[H][H]. Product: [CH3:1][O:2][C:3]1[CH:4]=[C:5]([CH2:9][CH2:10][CH2:11][CH2:12][C:13]([O:15][CH2:16][CH3:17])=[O:14])[CH:6]=[CH:7][CH:8]=1. The catalyst class is: 63. (4) Reactant: [CH:1]1([C:4]2[NH:8][N:7]=[C:6]([NH:9][C:10]3[C:11]4[CH2:25][CH2:24][CH2:23][C:12]=4[N:13]=[C:14]([N:16]4[CH2:19][CH2:18][C@H:17]4[C:20]([OH:22])=O)[N:15]=3)[CH:5]=2)[CH2:3][CH2:2]1.[F:26][C:27]1[N:32]=[CH:31][C:30]([NH2:33])=[CH:29][CH:28]=1.CN(C(ON1N=NC2C=CC=NC1=2)=[N+](C)C)C.F[P-](F)(F)(F)(F)F.CCN(C(C)C)C(C)C. Product: [CH:1]1([C:4]2[NH:8][N:7]=[C:6]([NH:9][C:10]3[C:11]4[CH2:25][CH2:24][CH2:23][C:12]=4[N:13]=[C:14]([N:16]4[CH2:19][CH2:18][C@H:17]4[C:20]([NH:33][C:30]4[CH:31]=[N:32][C:27]([F:26])=[CH:28][CH:29]=4)=[O:22])[N:15]=3)[CH:5]=2)[CH2:3][CH2:2]1. The catalyst class is: 18. (5) Reactant: [C:1]1([S:7]([N:10]2[C:14]3=[N:15][CH:16]=[C:17]([C:19]4[C:20]([CH3:25])=[N:21][O:22][C:23]=4[CH3:24])[CH:18]=[C:13]3[C:12](I)=[CH:11]2)(=[O:9])=[O:8])[CH:6]=[CH:5][CH:4]=[CH:3][CH:2]=1.Cl[Mg]C(C)C.[C:32](=[O:34])=[O:33].Cl. Product: [C:1]1([S:7]([N:10]2[C:14]3=[N:15][CH:16]=[C:17]([C:19]4[C:20]([CH3:25])=[N:21][O:22][C:23]=4[CH3:24])[CH:18]=[C:13]3[C:12]([C:32]([OH:34])=[O:33])=[CH:11]2)(=[O:9])=[O:8])[CH:6]=[CH:5][CH:4]=[CH:3][CH:2]=1. The catalyst class is: 20. (6) Reactant: [C:1]([O:5][C:6]([NH:8][C@H:9]1[CH2:13][C@@:12]([CH2:18][CH2:19][O:20][Si:21]([C:24]([CH3:27])([CH3:26])[CH3:25])([CH3:23])[CH3:22])([C:14]([O:16]C)=[O:15])[CH:11]=[CH:10]1)=[O:7])([CH3:4])([CH3:3])[CH3:2].[OH-].[Na+]. Product: [C:1]([O:5][C:6]([NH:8][C@H:9]1[CH2:13][C@@:12]([CH2:18][CH2:19][O:20][Si:21]([C:24]([CH3:27])([CH3:26])[CH3:25])([CH3:23])[CH3:22])([C:14]([OH:16])=[O:15])[CH:11]=[CH:10]1)=[O:7])([CH3:4])([CH3:3])[CH3:2]. The catalyst class is: 5. (7) Reactant: C1(P(C2C=CC=CC=2)C2C=CC=CC=2)C=CC=CC=1.CC(OC(/N=N/C(OC(C)C)=O)=O)C.[C:34]([O:38][C:39]([N:41]1[CH2:45][CH2:44][CH:43](O)[CH2:42]1)=[O:40])([CH3:37])([CH3:36])[CH3:35].[C:47]([OH:50])(=[S:49])[CH3:48]. Product: [C:34]([O:38][C:39]([N:41]1[CH2:45][CH2:44][CH:43]([S:49][C:47](=[O:50])[CH3:48])[CH2:42]1)=[O:40])([CH3:37])([CH3:36])[CH3:35]. The catalyst class is: 1. (8) Reactant: [Cl:1][C:2]1[CH:3]=[C:4]([CH:7]=[CH:8][CH:9]=1)[C:5]#[N:6].Cl.[NH2:11][OH:12].[OH-].[Na+]. Product: [Cl:1][C:2]1[CH:3]=[C:4]([C:5](=[N:11][OH:12])[NH2:6])[CH:7]=[CH:8][CH:9]=1. The catalyst class is: 40. (9) Reactant: [C:1]1([CH:7]([CH3:17])[CH2:8][C:9]([C:13]([F:16])([F:15])[F:14])([OH:12])[CH2:10][OH:11])[CH:6]=[CH:5][CH:4]=[CH:3][CH:2]=1.[C:18]1([CH3:28])[CH:23]=[CH:22][C:21]([S:24](Cl)(=[O:26])=[O:25])=[CH:20][CH:19]=1. Product: [OH:12][C:9]([C:13]([F:14])([F:15])[F:16])([CH2:8][CH:7]([C:1]1[CH:2]=[CH:3][CH:4]=[CH:5][CH:6]=1)[CH3:17])[CH2:10][O:11][S:24]([C:21]1[CH:22]=[CH:23][C:18]([CH3:28])=[CH:19][CH:20]=1)(=[O:26])=[O:25]. The catalyst class is: 17.